This data is from NCI-60 drug combinations with 297,098 pairs across 59 cell lines. The task is: Regression. Given two drug SMILES strings and cell line genomic features, predict the synergy score measuring deviation from expected non-interaction effect. (1) Drug 1: CC12CCC3C(C1CCC2=O)CC(=C)C4=CC(=O)C=CC34C. Drug 2: C1=CC=C(C=C1)NC(=O)CCCCCCC(=O)NO. Cell line: HT29. Synergy scores: CSS=28.0, Synergy_ZIP=-0.530, Synergy_Bliss=3.26, Synergy_Loewe=-2.62, Synergy_HSA=3.44. (2) Drug 1: C1CC(=O)NC(=O)C1N2CC3=C(C2=O)C=CC=C3N. Drug 2: CC1=C(C=C(C=C1)C(=O)NC2=CC(=CC(=C2)C(F)(F)F)N3C=C(N=C3)C)NC4=NC=CC(=N4)C5=CN=CC=C5. Cell line: NCI-H226. Synergy scores: CSS=3.18, Synergy_ZIP=0.0689, Synergy_Bliss=1.45, Synergy_Loewe=0.681, Synergy_HSA=-0.0576. (3) Drug 1: CC12CCC3C(C1CCC2O)C(CC4=C3C=CC(=C4)O)CCCCCCCCCS(=O)CCCC(C(F)(F)F)(F)F. Drug 2: C(CN)CNCCSP(=O)(O)O. Cell line: SK-MEL-2. Synergy scores: CSS=14.9, Synergy_ZIP=19.9, Synergy_Bliss=28.9, Synergy_Loewe=17.5, Synergy_HSA=16.3. (4) Drug 1: COC1=CC(=CC(=C1O)OC)C2C3C(COC3=O)C(C4=CC5=C(C=C24)OCO5)OC6C(C(C7C(O6)COC(O7)C8=CC=CS8)O)O. Drug 2: C1=CC=C(C=C1)NC(=O)CCCCCCC(=O)NO. Cell line: ACHN. Synergy scores: CSS=65.0, Synergy_ZIP=-3.62, Synergy_Bliss=-2.95, Synergy_Loewe=-18.1, Synergy_HSA=-0.269.